This data is from Full USPTO retrosynthesis dataset with 1.9M reactions from patents (1976-2016). The task is: Predict the reactants needed to synthesize the given product. Given the product [CH3:12][N:13]([CH3:25])[C:14](=[O:15])[C:16]1[CH:21]=[CH:20][CH:19]=[C:18]([C:2]2[C:7]([CH3:8])=[CH:6][C:5]([N+:9]([O-:11])=[O:10])=[CH:4][N:3]=2)[CH:17]=1, predict the reactants needed to synthesize it. The reactants are: Br[C:2]1[C:7]([CH3:8])=[CH:6][C:5]([N+:9]([O-:11])=[O:10])=[CH:4][N:3]=1.[CH3:12][N:13]([CH3:25])[C:14]([C:16]1[CH:17]=[C:18](B(O)O)[CH:19]=[CH:20][CH:21]=1)=[O:15].